The task is: Regression. Given a peptide amino acid sequence and an MHC pseudo amino acid sequence, predict their binding affinity value. This is MHC class II binding data.. This data is from Peptide-MHC class II binding affinity with 134,281 pairs from IEDB. (1) The peptide sequence is AGSYAADLGYGPATP. The binding affinity (normalized) is 0.536. The MHC is DRB1_0101 with pseudo-sequence DRB1_0101. (2) The peptide sequence is GEIRTMNNFLDREIYVNVEP. The MHC is DRB1_0402 with pseudo-sequence DRB1_0402. The binding affinity (normalized) is 0.448. (3) The peptide sequence is LNNALQNLARTISEA. The MHC is DRB1_1101 with pseudo-sequence DRB1_1101. The binding affinity (normalized) is 0.605. (4) The peptide sequence is LNYMSPHHKKLAQAV. The binding affinity (normalized) is 0.326. The MHC is HLA-DQA10601-DQB10402 with pseudo-sequence HLA-DQA10601-DQB10402.